Task: Predict the reaction yield, written as a fraction of the theoretical maximum amount of product (1.0 means a 100% yield; for example, 0.34 means a 34% yield).. Dataset: Reaction yield outcomes from USPTO patents with 853,638 reactions (1) The reactants are [CH3:1][C:2]1[NH:3][C:4]2[CH2:5][C:6]([CH3:28])([CH3:27])[CH2:7][C:8](=[O:26])[C:9]=2[C:10]=1[CH2:11][C:12]1[CH:17]=[CH:16][C:15]([S:18]([N:21]2[CH2:25][CH2:24][CH2:23][CH2:22]2)(=[O:20])=[O:19])=[CH:14][CH:13]=1.Br[CH2:30][C:31]([O:33][CH2:34][CH3:35])=[O:32].C(=O)([O-])[O-].[K+].[K+].[I-].[K+]. The catalyst is C(#N)C.[Cl-].[NH4+].ClCCl.CO. The product is [CH3:1][C:2]1[N:3]([CH2:30][C:31]([O:33][CH2:34][CH3:35])=[O:32])[C:4]2[CH2:5][C:6]([CH3:28])([CH3:27])[CH2:7][C:8](=[O:26])[C:9]=2[C:10]=1[CH2:11][C:12]1[CH:13]=[CH:14][C:15]([S:18]([N:21]2[CH2:22][CH2:23][CH2:24][CH2:25]2)(=[O:20])=[O:19])=[CH:16][CH:17]=1. The yield is 0.464. (2) The yield is 0.941. The product is [CH3:26][C:17]1[CH:22]=[CH:21][CH:20]=[CH:19][C:18]=1[C:8]1[CH:16]=[CH:15][C:11]([C:12]([OH:14])=[O:13])=[CH:10][CH:9]=1. The reactants are C(=O)([O-])[O-].[K+].[K+].Br[C:8]1[CH:16]=[CH:15][C:11]([C:12]([OH:14])=[O:13])=[CH:10][CH:9]=1.[C:17]1([CH3:26])[CH:22]=[CH:21][CH:20]=[CH:19][C:18]=1B(O)O. The catalyst is O.CO.C1C=CC([P]([Pd]([P](C2C=CC=CC=2)(C2C=CC=CC=2)C2C=CC=CC=2)([P](C2C=CC=CC=2)(C2C=CC=CC=2)C2C=CC=CC=2)[P](C2C=CC=CC=2)(C2C=CC=CC=2)C2C=CC=CC=2)(C2C=CC=CC=2)C2C=CC=CC=2)=CC=1. (3) The reactants are [CH2:1]([N:3]([CH2:6][C:7]1[CH:24]=[CH:23][C:10](/[CH:11]=[N:12]/[C:13]2[CH:21]=[CH:20][CH:19]=[C:18]3[C:14]=2[CH2:15][O:16][C:17]3=[O:22])=[CH:9][CH:8]=1)[CH2:4][CH3:5])[CH3:2].[CH3:25][C:26]1[CH:33]=[CH:32][C:29]([CH:30]=O)=[CH:28][CH:27]=1.[O-:34][CH2:35][CH3:36].[Na+].C(O)C. The catalyst is C(OCC)(=O)CC. The product is [CH2:1]([N:3]([CH2:6][C:7]1[CH:24]=[CH:23][C:10]([CH:11]2[CH:25]([C:26]3[CH:33]=[CH:32][C:29]([CH3:30])=[CH:28][CH:27]=3)[C:35](=[O:34])[C:36]3[C:18]([C:17]([O:16][CH2:15][CH3:14])=[O:22])=[CH:19][CH:20]=[CH:21][C:13]=3[NH:12]2)=[CH:9][CH:8]=1)[CH2:4][CH3:5])[CH3:2]. The yield is 0.340. (4) The yield is 0.750. The catalyst is C(Cl)Cl. The reactants are C(N(CC)CC)C.[F:8][C:9]([F:28])([F:27])[S:10](N(C1C=CC=CC=1)[S:10]([C:9]([F:28])([F:27])[F:8])(=[O:12])=[O:11])(=[O:12])=[O:11].[F:29][C:30]1[CH:35]=[CH:34][C:33]([C:36]2[O:37][C:38]3[CH:49]=[CH:48][C:47]([OH:50])=[C:46]([N+:51]([O-:53])=[O:52])[C:39]=3[C:40]=2[C:41]([O:43][CH2:44][CH3:45])=[O:42])=[CH:32][CH:31]=1. The product is [F:29][C:30]1[CH:31]=[CH:32][C:33]([C:36]2[O:37][C:38]3[CH:49]=[CH:48][C:47]([O:50][S:10]([C:9]([F:28])([F:27])[F:8])(=[O:12])=[O:11])=[C:46]([N+:51]([O-:53])=[O:52])[C:39]=3[C:40]=2[C:41]([O:43][CH2:44][CH3:45])=[O:42])=[CH:34][CH:35]=1. (5) The reactants are [ClH:1].O1CCOCC1.[OH:8][C@H:9]1[C:13]2[N:14]=[CH:15][N:16]=[C:17]([N:18]3[CH2:23][CH2:22][N:21](C(OC(C)(C)C)=O)[CH2:20][CH2:19]3)[C:12]=2[C@H:11]([CH3:31])[CH2:10]1. The catalyst is O1CCOCC1. The product is [ClH:1].[ClH:1].[CH3:31][C@H:11]1[C:12]2[C:17]([N:18]3[CH2:19][CH2:20][NH:21][CH2:22][CH2:23]3)=[N:16][CH:15]=[N:14][C:13]=2[C@H:9]([OH:8])[CH2:10]1. The yield is 0.798.